Dataset: Merck oncology drug combination screen with 23,052 pairs across 39 cell lines. Task: Regression. Given two drug SMILES strings and cell line genomic features, predict the synergy score measuring deviation from expected non-interaction effect. (1) Synergy scores: synergy=0.807. Drug 2: CC(C)CC(NC(=O)C(Cc1ccccc1)NC(=O)c1cnccn1)B(O)O. Cell line: A375. Drug 1: O=C(NOCC(O)CO)c1ccc(F)c(F)c1Nc1ccc(I)cc1F. (2) Drug 1: CN(C)C(=N)N=C(N)N. Drug 2: NC(=O)c1cccc2cn(-c3ccc(C4CCCNC4)cc3)nc12. Cell line: HT144. Synergy scores: synergy=3.84. (3) Drug 1: CCc1c2c(nc3ccc(O)cc13)-c1cc3c(c(=O)n1C2)COC(=O)C3(O)CC. Drug 2: Cn1cc(-c2cnn3c(N)c(Br)c(C4CCCNC4)nc23)cn1. Cell line: LNCAP. Synergy scores: synergy=26.3. (4) Drug 1: CCc1c2c(nc3ccc(O)cc13)-c1cc3c(c(=O)n1C2)COC(=O)C3(O)CC. Drug 2: CCc1cnn2c(NCc3ccc[n+]([O-])c3)cc(N3CCCCC3CCO)nc12. Cell line: HT29. Synergy scores: synergy=-12.2. (5) Cell line: RKO. Drug 1: NC1(c2ccc(-c3nc4ccn5c(=O)[nH]nc5c4cc3-c3ccccc3)cc2)CCC1. Drug 2: COC1CC2CCC(C)C(O)(O2)C(=O)C(=O)N2CCCCC2C(=O)OC(C(C)CC2CCC(OP(C)(C)=O)C(OC)C2)CC(=O)C(C)C=C(C)C(O)C(OC)C(=O)C(C)CC(C)C=CC=CC=C1C. Synergy scores: synergy=40.8.